Dataset: Reaction yield outcomes from USPTO patents with 853,638 reactions. Task: Predict the reaction yield, written as a fraction of the theoretical maximum amount of product (1.0 means a 100% yield; for example, 0.34 means a 34% yield). (1) The reactants are C([C:3]1[CH:4]=[C:5]2[C:9](=[CH:10][CH:11]=1)[N:8]([CH:12]1[CH2:17][CH2:16][CH2:15][CH2:14][O:13]1)[N:7]=[C:6]2[C:18]1[CH:19]=[C:20]([CH:24]=[CH:25][CH:26]=1)[C:21]([OH:23])=O)#N.C1C=CC2N(O)N=[N:33][C:31]=2C=1.CCN=C=NCCCN(C)C.[F:48][C:49]1[CH:56]=[CH:55][C:52]([CH2:53][NH2:54])=[CH:51][CH:50]=1. No catalyst specified. The product is [C:31]([CH:15]1[CH2:14][O:13][CH:12]([N:8]2[C:9]3[C:5](=[CH:4][CH:3]=[CH:11][CH:10]=3)[C:6]([C:18]3[CH:19]=[C:20]([C:21]([NH:54][CH2:53][C:52]4[CH:55]=[CH:56][C:49]([F:48])=[CH:50][CH:51]=4)=[O:23])[CH:24]=[CH:25][CH:26]=3)=[N:7]2)[CH2:17][CH2:16]1)#[N:33]. The yield is 0.900. (2) The reactants are [OH:1][NH:2][C:3](=[NH:21])[CH2:4][C:5]1([C:15]2[CH:20]=[CH:19][CH:18]=[CH:17][CH:16]=2)[CH2:14][CH2:13][C:8]2([O:12][CH2:11][CH2:10][O:9]2)[CH2:7][CH2:6]1.[C:22](OC(=O)C)(=[O:24])[CH3:23].CCCCCC. The catalyst is C(OCC)(=O)C. The product is [C:22]([O:1]/[N:2]=[C:3](\[NH2:21])/[CH2:4][C:5]1([C:15]2[CH:16]=[CH:17][CH:18]=[CH:19][CH:20]=2)[CH2:6][CH2:7][C:8]2([O:9][CH2:10][CH2:11][O:12]2)[CH2:13][CH2:14]1)(=[O:24])[CH3:23]. The yield is 0.852. (3) The reactants are Cl[C:2]1[N:7]=[C:6]([NH:8][CH2:9][C:10]2[CH:15]=[CH:14][CH:13]=[CH:12][N:11]=2)[C:5]2=[C:16]([C:19]3[CH:24]=[CH:23][CH:22]=[CH:21][CH:20]=3)[CH:17]=[CH:18][N:4]2[N:3]=1.[C:25]([NH:29][S:30]([C:33]1[C:34]([O:48][CH:49]([CH3:51])[CH3:50])=[N:35][CH:36]=[C:37](B2OC(C)(C)C(C)(C)O2)[CH:38]=1)(=[O:32])=[O:31])([CH3:28])([CH3:27])[CH3:26].C([O-])([O-])=O.[K+].[K+]. The catalyst is O1CCOCC1.O.C1C=CC(P(C2C=CC=CC=2)[C-]2C=CC=C2)=CC=1.C1C=CC(P(C2C=CC=CC=2)[C-]2C=CC=C2)=CC=1.Cl[Pd]Cl.[Fe+2].C(Cl)Cl. The product is [C:25]([NH:29][S:30]([C:33]1[C:34]([O:48][CH:49]([CH3:51])[CH3:50])=[N:35][CH:36]=[C:37]([C:2]2[N:7]=[C:6]([NH:8][CH2:9][C:10]3[CH:15]=[CH:14][CH:13]=[CH:12][N:11]=3)[C:5]3=[C:16]([C:19]4[CH:24]=[CH:23][CH:22]=[CH:21][CH:20]=4)[CH:17]=[CH:18][N:4]3[N:3]=2)[CH:38]=1)(=[O:32])=[O:31])([CH3:28])([CH3:27])[CH3:26]. The yield is 0.151.